From a dataset of Forward reaction prediction with 1.9M reactions from USPTO patents (1976-2016). Predict the product of the given reaction. (1) Given the reactants [C:1]([C:5]1[N:9]([CH2:10][CH:11]2[CH2:16][CH2:15][C:14]([F:18])([F:17])[CH2:13][CH2:12]2)[C:8]2[CH:19]=[CH:20][C:21]([S:23]([N:26]3[CH2:31][CH2:30][O:29][CH:28]([C:32]([OH:34])=O)[CH2:27]3)(=[O:25])=[O:24])=[CH:22][C:7]=2[N:6]=1)([CH3:4])([CH3:3])[CH3:2].[CH:35]([N:38](CC)C(C)C)(C)C.CN.CN(C(ON1N=NC2C=CC=NC1=2)=[N+](C)C)C.F[P-](F)(F)(F)(F)F, predict the reaction product. The product is: [C:1]([C:5]1[N:9]([CH2:10][CH:11]2[CH2:16][CH2:15][C:14]([F:17])([F:18])[CH2:13][CH2:12]2)[C:8]2[CH:19]=[CH:20][C:21]([S:23]([N:26]3[CH2:31][CH2:30][O:29][C@@H:28]([C:32]([NH:38][CH3:35])=[O:34])[CH2:27]3)(=[O:24])=[O:25])=[CH:22][C:7]=2[N:6]=1)([CH3:4])([CH3:3])[CH3:2]. (2) The product is: [ClH:25].[C:1]([C:5]1[CH:6]=[CH:7][C:8]([NH:11][C:12]2[C:13]3[CH2:24][CH2:23][N:22]([C:26]4[C:31]([Cl:32])=[CH:30][CH:29]=[CH:28][N:27]=4)[CH2:21][C:14]=3[N:15]=[C:16]([CH2:18][O:19][CH3:20])[N:17]=2)=[CH:9][CH:10]=1)([CH3:4])([CH3:2])[CH3:3]. Given the reactants [C:1]([C:5]1[CH:10]=[CH:9][C:8]([NH:11][C:12]2[C:13]3[CH2:24][CH2:23][NH:22][CH2:21][C:14]=3[N:15]=[C:16]([CH2:18][O:19][CH3:20])[N:17]=2)=[CH:7][CH:6]=1)([CH3:4])([CH3:3])[CH3:2].[Cl:25][C:26]1[C:31]([Cl:32])=[CH:30][CH:29]=[CH:28][N:27]=1.C(=O)([O-])[O-].[K+].[K+], predict the reaction product. (3) Given the reactants [C:1]([O:5][C:6]([NH:8][CH2:9][C:10]([NH:12][C@@H:13]1[CH2:17][CH2:16][NH:15][CH2:14]1)=[O:11])=[O:7])([CH3:4])([CH3:3])[CH3:2].[NH:18]1[C:26]2[C:21](=[CH:22][CH:23]=[CH:24][CH:25]=2)[CH:20]=[CH:19]1.[CH2:27]=O, predict the reaction product. The product is: [C:1]([O:5][C:6]([NH:8][CH2:9][C:10]([NH:12][C@@H:13]1[CH2:17][CH2:16][N:15]([CH2:27][C:20]2[C:21]3[C:26](=[CH:25][CH:24]=[CH:23][CH:22]=3)[NH:18][CH:19]=2)[CH2:14]1)=[O:11])=[O:7])([CH3:4])([CH3:2])[CH3:3]. (4) Given the reactants [CH:1]1([CH2:4][O:5][C:6]2[CH:35]=[CH:34][C:9]([C:10]([NH:12][C:13]3[CH:14]=[C:15]([CH:28]=[CH:29][C:30]=3[N+:31]([O-])=O)[O:16][CH2:17][C@@H:18]([NH:20][C:21](=[O:27])[O:22][C:23]([CH3:26])([CH3:25])[CH3:24])[CH3:19])=O)=[CH:8][CH:7]=2)[CH2:3][CH2:2]1, predict the reaction product. The product is: [CH:1]1([CH2:4][O:5][C:6]2[CH:35]=[CH:34][C:9]([C:10]3[NH:12][C:13]4[CH:14]=[C:15]([O:16][CH2:17][C@@H:18]([NH:20][C:21](=[O:27])[O:22][C:23]([CH3:26])([CH3:25])[CH3:24])[CH3:19])[CH:28]=[CH:29][C:30]=4[N:31]=3)=[CH:8][CH:7]=2)[CH2:3][CH2:2]1. (5) Given the reactants Br[CH2:2][C:3]([C:5]1[CH:10]=[CH:9][N:8]=[C:7]([Cl:11])[CH:6]=1)=O.C([O-])(=O)C.[NH4+:16].[C:17]1([CH:23]2[CH2:28][NH:27][C:26](=[O:29])[CH2:25][C:24]2=O)[CH:22]=[CH:21][CH:20]=[CH:19][CH:18]=1, predict the reaction product. The product is: [Cl:11][C:7]1[CH:6]=[C:5]([C:3]2[NH:16][C:24]3[CH:23]([C:17]4[CH:22]=[CH:21][CH:20]=[CH:19][CH:18]=4)[CH2:28][NH:27][C:26](=[O:29])[C:25]=3[CH:2]=2)[CH:10]=[CH:9][N:8]=1. (6) Given the reactants [Cl:1][C:2]1[C:11]2[C:10](=[O:12])OC(=O)[NH:7][C:6]=2[CH:5]=[CH:4][CH:3]=1.[NH2:14][C:15]1[CH:20]=[CH:19][CH:18]=[CH:17][CH:16]=1, predict the reaction product. The product is: [NH2:7][C:6]1[CH:5]=[CH:4][CH:3]=[C:2]([Cl:1])[C:11]=1[C:10]([NH:14][C:15]1[CH:20]=[CH:19][CH:18]=[CH:17][CH:16]=1)=[O:12]. (7) The product is: [F:1][C:2]1[CH:3]=[C:4]2[C:9](=[C:10]([NH:12][S:19]([C:13]3[CH:18]=[CH:17][CH:16]=[CH:15][CH:14]=3)(=[O:21])=[O:20])[CH:11]=1)[N:8]=[CH:7][CH:6]=[CH:5]2. Given the reactants [F:1][C:2]1[CH:3]=[C:4]2[C:9](=[C:10]([NH2:12])[CH:11]=1)[N:8]=[CH:7][CH:6]=[CH:5]2.[C:13]1([S:19](Cl)(=[O:21])=[O:20])[CH:18]=[CH:17][CH:16]=[CH:15][CH:14]=1, predict the reaction product.